From a dataset of Full USPTO retrosynthesis dataset with 1.9M reactions from patents (1976-2016). Predict the reactants needed to synthesize the given product. Given the product [C:18]([O:3][C:1]([NH:34][CH:31]([C:28]1[CH:27]=[CH:26][C:25]([N+:22]([O-:24])=[O:23])=[CH:30][CH:29]=1)[CH2:32][NH:33][C:15](=[O:16])[O:17][C:18]([CH3:19])([CH3:20])[CH3:21])=[O:4])([CH3:21])([CH3:20])[CH3:19], predict the reactants needed to synthesize it. The reactants are: [C:1](=[O:4])([O-:3])[O-].[Na+].[Na+].[C:15](O[C:15]([O:17][C:18]([CH3:21])([CH3:20])[CH3:19])=[O:16])([O:17][C:18]([CH3:21])([CH3:20])[CH3:19])=[O:16].[N+:22]([C:25]1[CH:30]=[CH:29][C:28]([CH:31]([NH2:34])[CH2:32][NH2:33])=[CH:27][CH:26]=1)([O-:24])=[O:23].